Predict the reactants needed to synthesize the given product. From a dataset of Full USPTO retrosynthesis dataset with 1.9M reactions from patents (1976-2016). (1) Given the product [CH:1]([NH:4][C:5]1[CH:10]=[CH:9][N:8]=[C:7]([C:11]2[C:19]3[C:14](=[CH:15][CH:16]=[C:17]([C:20]4[O:24][C:23]([NH2:25])=[N:22][N:21]=4)[CH:18]=3)[NH:13][CH:12]=2)[N:6]=1)([CH3:3])[CH3:2], predict the reactants needed to synthesize it. The reactants are: [CH:1]([NH:4][C:5]1[CH:10]=[CH:9][N:8]=[C:7]([C:11]2[C:19]3[C:14](=[CH:15][CH:16]=[C:17]([C:20]4[O:24][C:23]([NH2:25])=[N:22][N:21]=4)[CH:18]=3)[N:13](S(C3C=CC(C)=CC=3)(=O)=O)[CH:12]=2)[N:6]=1)([CH3:3])[CH3:2].[OH-].[Na+]. (2) Given the product [Cl:1][C:2]1[CH:11]=[C:10]([OH:12])[CH:9]=[C:8]([Cl:20])[C:3]=1[O:4][CH2:5][CH2:6][OH:7], predict the reactants needed to synthesize it. The reactants are: [Cl:1][C:2]1[CH:11]=[C:10]([O:12]CC2C=CC=CC=2)[CH:9]=[C:8]([Cl:20])[C:3]=1[O:4][CH2:5][CH2:6][OH:7].[H][H]. (3) Given the product [NH2:1][C:2]1[N:3]=[CH:4][C:5]([C:10]2[CH:11]=[C:12]([CH:25]=[CH:26][CH:27]=2)[C:13]([NH:15][C@@H:16]2[C:24]3[C:19](=[CH:20][CH:21]=[CH:22][CH:23]=3)[CH2:18][CH2:17]2)=[O:14])=[N:6][C:7]=1[C:8]1[NH:3][C:2]([C@H:31]2[CH2:33][CH2:4][CH2:5][NH:6][CH2:7]2)=[N:1][N:9]=1, predict the reactants needed to synthesize it. The reactants are: [NH2:1][C:2]1[N:3]=[CH:4][C:5]([C:10]2[CH:11]=[C:12]([CH:25]=[CH:26][CH:27]=2)[C:13]([NH:15][C@@H:16]2[C:24]3[C:19](=[CH:20][CH:21]=[CH:22][CH:23]=3)[CH2:18][CH2:17]2)=[O:14])=[N:6][C:7]=1[C:8]#[N:9].C(Cl)Cl.[C:31](O)([C:33](F)(F)F)=O.